Dataset: Forward reaction prediction with 1.9M reactions from USPTO patents (1976-2016). Task: Predict the product of the given reaction. (1) Given the reactants [F:1][C:2]1[CH:7]=[CH:6][C:5]([CH:8]2[CH2:13][CH2:12][N:11](C(OC(C)(C)C)=O)[CH2:10][CH2:9]2)=[CH:4][CH:3]=1.[ClH:21].O1CCOCC1, predict the reaction product. The product is: [ClH:21].[F:1][C:2]1[CH:7]=[CH:6][C:5]([CH:8]2[CH2:9][CH2:10][NH:11][CH2:12][CH2:13]2)=[CH:4][CH:3]=1. (2) Given the reactants C[O:2][C:3]([C:5]1[S:6][CH:7]=[C:8]([CH3:11])[C:9]=1[NH2:10])=O.[CH:12]([NH2:14])=O, predict the reaction product. The product is: [CH3:11][C:8]1[C:9]2[N:10]=[CH:12][NH:14][C:3](=[O:2])[C:5]=2[S:6][CH:7]=1.